Predict the product of the given reaction. From a dataset of Forward reaction prediction with 1.9M reactions from USPTO patents (1976-2016). (1) Given the reactants [CH3:1][O:2]/[N:3]=[C:4]1\[CH2:5][N:6]([C:11]2[N:16]=[C:15]3[N:17]([CH:25]4[CH2:27][CH2:26]4)[CH:18]=[C:19]([C:22]([OH:24])=[O:23])[C:20](=[O:21])[C:14]3=[CH:13][C:12]=2[F:28])[CH2:7][CH:8]\1[CH2:9][NH2:10].C(Cl)Cl.C(O)C, predict the reaction product. The product is: [CH3:1][O:2]/[N:3]=[C:4]1\[CH2:5][N:6]([C:11]2[N:16]=[C:15]3[N:17]([CH:25]4[CH2:27][CH2:26]4)[CH:18]=[C:19]([C:22]([OH:24])=[O:23])[C:20](=[O:21])[C:14]3=[CH:13][C:12]=2[F:28])[CH2:7][CH:8]\1[CH2:9][NH2:10].[CH:22]([O-:24])=[O:23]. (2) Given the reactants FC(F)(F)C(O)=O.C(OC([NH:15][CH:16]1[CH2:21][CH2:20][CH2:19][N:18]([C:22]2[CH:23]=[C:24]([CH:29]=[CH:30][CH:31]=2)[C:25]([O:27][CH3:28])=[O:26])[CH2:17]1)=O)(C)(C)C, predict the reaction product. The product is: [NH2:15][CH:16]1[CH2:21][CH2:20][CH2:19][N:18]([C:22]2[CH:23]=[C:24]([CH:29]=[CH:30][CH:31]=2)[C:25]([O:27][CH3:28])=[O:26])[CH2:17]1.